From a dataset of Reaction yield outcomes from USPTO patents with 853,638 reactions. Predict the reaction yield, written as a fraction of the theoretical maximum amount of product (1.0 means a 100% yield; for example, 0.34 means a 34% yield). The reactants are [CH:1]([N:4]1[C:8]([C:9]2[N:18]=[C:17]3[N:11]([CH2:12][CH2:13][O:14][C:15]4[CH:22]=[C:21](OS(C(F)(F)F)(=O)=O)[N:20]=[CH:19][C:16]=43)[CH:10]=2)=[N:7][CH:6]=[N:5]1)([CH3:3])[CH3:2].C(=O)([O-])[O-].[Na+].[Na+].C1(P(C2C=CC=CC=2)C2C=CC=CC=2)C=CC=CC=1.[C:56]([O:60][C:61]([N:63]1[CH2:68][CH:67]=[C:66](B2OC(C)(C)C(C)(C)O2)[CH2:65][CH2:64]1)=[O:62])([CH3:59])([CH3:58])[CH3:57]. The catalyst is CN(C=O)C.C(=CC(C=CC1C=CC=CC=1)=O)C1C=CC=CC=1.C(=CC(C=CC1C=CC=CC=1)=O)C1C=CC=CC=1.[Pd]. The product is [C:56]([O:60][C:61]([N:63]1[CH2:64][CH:65]=[C:66]([C:21]2[N:20]=[CH:19][C:16]3[C:17]4[N:11]([CH2:12][CH2:13][O:14][C:15]=3[CH:22]=2)[CH:10]=[C:9]([C:8]2[N:4]([CH:1]([CH3:3])[CH3:2])[N:5]=[CH:6][N:7]=2)[N:18]=4)[CH2:67][CH2:68]1)=[O:62])([CH3:59])([CH3:57])[CH3:58]. The yield is 0.450.